This data is from Reaction yield outcomes from USPTO patents with 853,638 reactions. The task is: Predict the reaction yield, written as a fraction of the theoretical maximum amount of product (1.0 means a 100% yield; for example, 0.34 means a 34% yield). (1) No catalyst specified. The yield is 0.580. The reactants are [NH2:1][C:2]1[O:6][N:5]=[C:4]([CH3:7])[C:3]=1[Br:8].[CH3:9][O:10][C:11]1[CH:16]=[CH:15][C:14]([O:17][CH3:18])=[CH:13][C:12]=1[S:19](Cl)(=[O:21])=[O:20]. The product is [CH3:9][O:10][C:11]1[CH:16]=[CH:15][C:14]([O:17][CH3:18])=[CH:13][C:12]=1[S:19]([NH:1][C:2]1[O:6][N:5]=[C:4]([CH3:7])[C:3]=1[Br:8])(=[O:20])=[O:21]. (2) The reactants are Cl[C:2]1[N:11]=[C:10]([N:12]2[CH2:16][CH2:15][C@H:14]([NH:17][C:18](=[O:20])[CH3:19])[CH2:13]2)[C:9]2[C:4](=[C:5]([O:21][CH3:22])[CH:6]=[CH:7][CH:8]=2)[N:3]=1.[F:23][C:24]([F:34])([F:33])[C:25]1[CH:26]=[C:27]([NH2:32])[CH:28]=[C:29]([NH2:31])[CH:30]=1. No catalyst specified. The product is [NH2:31][C:29]1[CH:28]=[C:27]([NH:32][C:2]2[N:11]=[C:10]([N:12]3[CH2:16][CH2:15][C@H:14]([NH:17][C:18](=[O:20])[CH3:19])[CH2:13]3)[C:9]3[C:4](=[C:5]([O:21][CH3:22])[CH:6]=[CH:7][CH:8]=3)[N:3]=2)[CH:26]=[C:25]([C:24]([F:23])([F:33])[F:34])[CH:30]=1. The yield is 0.150. (3) The reactants are [NH2:1][C:2]1[CH:7]=[CH:6][C:5]([C:8]([OH:17])([C:13]([F:16])([F:15])[F:14])[C:9]([F:12])([F:11])[F:10])=[CH:4][CH:3]=1.N1C=CC=CC=1.[CH2:24]([N:31]=[C:32]=[O:33])[C:25]1[CH:30]=[CH:29][CH:28]=[CH:27][CH:26]=1. The catalyst is O. The product is [CH2:24]([NH:31][C:32]([NH:1][C:2]1[CH:3]=[CH:4][C:5]([C:8]([OH:17])([C:9]([F:10])([F:11])[F:12])[C:13]([F:14])([F:15])[F:16])=[CH:6][CH:7]=1)=[O:33])[C:25]1[CH:30]=[CH:29][CH:28]=[CH:27][CH:26]=1. The yield is 0.750. (4) The reactants are [NH:1]1[C:9]2[C:4](=[CH:5][CH:6]=[CH:7][CH:8]=2)[C:3]([C:10]([OH:12])=[O:11])=[CH:2]1.[H-].[Na+].[C:15]1([S:21](Cl)(=[O:23])=[O:22])[CH:20]=[CH:19][CH:18]=[CH:17][CH:16]=1. The catalyst is CN(C=O)C. The product is [C:15]1([S:21]([N:1]2[C:9]3[C:4](=[CH:5][CH:6]=[CH:7][CH:8]=3)[C:3]([C:10]([OH:12])=[O:11])=[CH:2]2)(=[O:23])=[O:22])[CH:20]=[CH:19][CH:18]=[CH:17][CH:16]=1. The yield is 0.270.